From a dataset of Full USPTO retrosynthesis dataset with 1.9M reactions from patents (1976-2016). Predict the reactants needed to synthesize the given product. (1) Given the product [F:1][CH:2]([F:20])[O:3][C:4]1[CH:19]=[CH:18][C:7]([O:8][C:9]2[CH:14]=[CH:13][C:12]([C:15](=[N:21][OH:22])[CH3:16])=[CH:11][CH:10]=2)=[CH:6][CH:5]=1, predict the reactants needed to synthesize it. The reactants are: [F:1][CH:2]([F:20])[O:3][C:4]1[CH:19]=[CH:18][C:7]([O:8][C:9]2[CH:14]=[CH:13][C:12]([C:15](=O)[CH3:16])=[CH:11][CH:10]=2)=[CH:6][CH:5]=1.[NH2:21][OH:22]. (2) Given the product [Cl:1][C:2]1[C:7]2[CH:8]([C:14]([F:17])([F:16])[F:15])[CH2:9][C:10](=[O:11])[NH:19][C:6]=2[N:5]=[CH:4][N:3]=1, predict the reactants needed to synthesize it. The reactants are: [Cl:1][C:2]1[C:7]([CH:8]([C:14]([F:17])([F:16])[F:15])[CH2:9][C:10](OC)=[O:11])=[C:6](Cl)[N:5]=[CH:4][N:3]=1.[NH3:19].C(O)(C)C. (3) Given the product [C:9]([O:13][C:14]([N:16]1[CH2:21][CH2:20][CH:19]([NH:1][C:2]2[C:7]([OH:8])=[CH:6][CH:5]=[CH:4][N:3]=2)[CH2:18][CH2:17]1)=[O:15])([CH3:12])([CH3:10])[CH3:11], predict the reactants needed to synthesize it. The reactants are: [NH2:1][C:2]1[C:7]([OH:8])=[CH:6][CH:5]=[CH:4][N:3]=1.[C:9]([O:13][C:14]([N:16]1[CH2:21][CH2:20][C:19](=O)[CH2:18][CH2:17]1)=[O:15])([CH3:12])([CH3:11])[CH3:10].[O-]S([O-])(=O)=O.[Na+].[Na+].C(O[BH-](OC(=O)C)OC(=O)C)(=O)C.[Na+]. (4) Given the product [CH3:1][C:2]1[N:7]2[C:8]([CH2:11][S:12][C:13]3[CH:14]=[CH:15][C:16]([NH2:19])=[CH:17][CH:18]=3)=[CH:9][N:10]=[C:6]2[CH:5]=[CH:4][CH:3]=1, predict the reactants needed to synthesize it. The reactants are: [CH3:1][C:2]1[N:7]2[C:8]([CH2:11][S:12][C:13]3[CH:18]=[CH:17][C:16]([N+:19]([O-])=O)=[CH:15][CH:14]=3)=[CH:9][N:10]=[C:6]2[CH:5]=[CH:4][CH:3]=1.[Cl-].[Ca+2].[Cl-].C(O)C. (5) Given the product [C:12]1([CH2:11][C:10]([C:7]2[CH:6]=[CH:5][C:4]([C:3]([O:2][CH3:1])=[O:19])=[CH:9][CH:8]=2)=[O:18])[CH:13]=[CH:14][CH:15]=[CH:16][CH:17]=1, predict the reactants needed to synthesize it. The reactants are: [CH3:1][O:2][C:3](=[O:19])[C:4]1[CH:9]=[CH:8][C:7]([CH:10]([OH:18])[CH2:11][C:12]2[CH:17]=[CH:16][CH:15]=[CH:14][CH:13]=2)=[CH:6][CH:5]=1.CS(C)=O.C(N(CC)CC)C.N1C=CC=CC=1.S(=O)(=O)=O. (6) Given the product [CH2:7]([O:6][P:4]([CH:9]1[C:10](=[O:12])[O:11][C:14]2([CH2:19][CH2:18][CH2:17][CH2:16][CH2:15]2)[O:13]1)(=[O:5])[O:3][CH2:1][CH3:2])[CH3:8], predict the reactants needed to synthesize it. The reactants are: [CH2:1]([O:3][P:4]([CH:9]([OH:13])[C:10]([OH:12])=[O:11])([O:6][CH2:7][CH3:8])=[O:5])[CH3:2].[C:14]1(C)[CH:19]=[CH:18][CH:17]=[CH:16][CH:15]=1.